Dataset: Experimentally validated miRNA-target interactions with 360,000+ pairs, plus equal number of negative samples. Task: Binary Classification. Given a miRNA mature sequence and a target amino acid sequence, predict their likelihood of interaction. (1) The miRNA is mmu-miR-466c-3p with sequence AUACAUACACGCACACAUAAGA. The protein sequence of the target gene is MSKRPSYAPPPTPAPATQMPSTPGFVGYNPYSHLAYNNYRLGGNPGTNSRVTASSGITIPKPPKPPDKPLMPYMRYSRKVWDQVKASNPDLKLWEIGKIIGGMWRDLTDEEKQEYLNEYEAEKIEYNESMKAYHNSPAYLAYINAKSRAEAALEEESRQRQSRMEKGEPYMSIQPAEDPDDYDDGFSMKHTATARFQRNHRLISEILSESVVPDVRSVVTTARMQVLKRQVQSLMVHQRKLEAELLQIEERHQEKKRKFLESTDSFNNELKRLCGLKVEVDMEKIAAEIAQAEEQARKRQ.... Result: 0 (no interaction). (2) The miRNA is mmu-miR-20a-5p with sequence UAAAGUGCUUAUAGUGCAGGUAG. The protein sequence of the target gene is MGRKKIQITRIMDERNRQVTFTKRKFGLMKKAYELSVLCDCEIALIIFNSTNKLFQYASTDMDKVLLKYTEYNEPHESRTNSDIVETLRKKGLNGCDSPDPDADDSVGHSPESEDKYRKINEDIDLMISRQRLCAVPPPSFEMPVTIPVSSHNSLVYSNPVSTLGNPNLLPLAHPSLQRNSMSPGVTHRPPSAGNTGGLMGGDLTSGAGTSAGNGYGNPRNSPGLLVSPGNLNKNIQAKSPPPMNLGMNNRKPDLRVLIPPGSKNTMPSVSEDVDLLLNQRINNSQSAQSLATPVVSVAT.... Result: 1 (interaction).